This data is from Full USPTO retrosynthesis dataset with 1.9M reactions from patents (1976-2016). The task is: Predict the reactants needed to synthesize the given product. (1) Given the product [CH2:24]([S:28]([NH:31][C:1]([C:4]1[CH:5]=[C:6]2[C:10](=[CH:11][CH:12]=1)[NH:9][C:8]([CH3:13])=[C:7]2[C:14](=[O:23])[C:15]1[CH:20]=[CH:19][C:18]([Cl:21])=[CH:17][C:16]=1[Cl:22])=[O:2])(=[O:30])=[O:29])[CH2:25][CH2:26][CH3:27], predict the reactants needed to synthesize it. The reactants are: [C:1]([C:4]1[CH:5]=[C:6]2[C:10](=[CH:11][CH:12]=1)[NH:9][C:8]([CH3:13])=[C:7]2[C:14](=[O:23])[C:15]1[CH:20]=[CH:19][C:18]([Cl:21])=[CH:17][C:16]=1[Cl:22])(O)=[O:2].[CH2:24]([S:28]([NH2:31])(=[O:30])=[O:29])[CH2:25][CH2:26][CH3:27].C1(C2CCCCCCCCCC=2)CCCCCCCCNN=1. (2) Given the product [Br:30][C:31]1[CH:38]=[CH:37][CH:36]=[CH:35][C:32]=1[CH2:33][CH:7]1[C:6](=[O:9])[N:5]([CH2:10][C:11]2[CH:16]=[CH:15][C:14]([O:17][CH3:18])=[CH:13][CH:12]=2)[C:4]2[CH:19]=[CH:20][C:21]([Cl:23])=[CH:22][C:3]=2[C:2]([Cl:1])=[CH:24]1, predict the reactants needed to synthesize it. The reactants are: [Cl:1][C:2]1[C:3]2[CH:22]=[C:21]([Cl:23])[CH:20]=[CH:19][C:4]=2[N:5]([CH2:10][C:11]2[CH:16]=[CH:15][C:14]([O:17][CH3:18])=[CH:13][CH:12]=2)[C:6](=[O:9])[CH2:7]N=1.[CH3:24]C(C)([O-])C.[K+].[Br:30][C:31]1[CH:38]=[CH:37][CH:36]=[CH:35][C:32]=1[CH2:33]Br. (3) Given the product [CH2:1]([N:8]1[CH:13]([CH2:14][O:15][Si:16]([C:19]([CH3:20])([CH3:21])[CH3:22])([CH3:18])[CH3:17])[CH2:12][O:11][C:10]([CH2:24][CH2:25][OH:26])([CH3:23])[C:9]1=[O:27])[C:2]1[CH:3]=[CH:4][CH:5]=[CH:6][CH:7]=1, predict the reactants needed to synthesize it. The reactants are: [CH2:1]([N:8]1[CH:13]([CH2:14][O:15][Si:16]([C:19]([CH3:22])([CH3:21])[CH3:20])([CH3:18])[CH3:17])[CH2:12][O:11][C:10]([CH2:24][CH:25]=[O:26])([CH3:23])[C:9]1=[O:27])[C:2]1[CH:7]=[CH:6][CH:5]=[CH:4][CH:3]=1.[BH4-].[Na+].O.